This data is from Forward reaction prediction with 1.9M reactions from USPTO patents (1976-2016). The task is: Predict the product of the given reaction. (1) Given the reactants [Br:1][C:2]1[S:6][C:5]([C:7]2[CH2:11][CH:10](NC)[O:9][N:8]=2)=[CH:4][CH:3]=1.[CH2:14]([N:16]([CH2:19]C)CC)[CH3:15].ClCCl.C(Cl)(=[O:26])C, predict the reaction product. The product is: [Br:1][C:2]1[S:6][C:5]([C:7]2[CH2:11][CH:10]([CH2:19][NH:16][C:14](=[O:26])[CH3:15])[O:9][N:8]=2)=[CH:4][CH:3]=1. (2) The product is: [Br:3][C:4]1[C:10]([O:11][CH3:12])=[CH:9][C:7]([NH:8][CH2:17][C:18]2[CH:28]=[CH:27][C:21]3[N:22]=[C:23]([S:25][CH3:26])[S:24][C:20]=3[CH:19]=2)=[C:6]([N+:13]([O-:15])=[O:14])[CH:5]=1. Given the reactants [H-].[Na+].[Br:3][C:4]1[C:10]([O:11][CH3:12])=[CH:9][C:7]([NH2:8])=[C:6]([N+:13]([O-:15])=[O:14])[CH:5]=1.Cl[CH2:17][C:18]1[CH:28]=[CH:27][C:21]2[N:22]=[C:23]([S:25][CH3:26])[S:24][C:20]=2[CH:19]=1, predict the reaction product. (3) Given the reactants [CH2:1]([S:8][C:9]1[N:14]=[C:13]([Cl:15])[C:12]([N+:16]([O-:18])=[O:17])=[C:11](Cl)[N:10]=1)[C:2]1[CH:7]=[CH:6][CH:5]=[CH:4][CH:3]=1.CCN(C(C)C)C(C)C.[NH2:29][CH:30]1[CH2:35][CH2:34][O:33][CH2:32][CH2:31]1, predict the reaction product. The product is: [CH2:1]([S:8][C:9]1[N:10]=[C:11]([NH:29][CH:30]2[CH2:35][CH2:34][O:33][CH2:32][CH2:31]2)[C:12]([N+:16]([O-:18])=[O:17])=[C:13]([Cl:15])[N:14]=1)[C:2]1[CH:3]=[CH:4][CH:5]=[CH:6][CH:7]=1. (4) Given the reactants [CH3:1][N:2]1[CH:6]=[CH:5][C:4]([C:7]2[CH:12]=[CH:11][C:10]([CH2:13]O)=[CH:9][CH:8]=2)=[N:3]1.S(Cl)([Cl:17])=O, predict the reaction product. The product is: [Cl:17][CH2:13][C:10]1[CH:11]=[CH:12][C:7]([C:4]2[CH:5]=[CH:6][N:2]([CH3:1])[N:3]=2)=[CH:8][CH:9]=1. (5) Given the reactants [CH3:1][C:2]([CH3:5])([O-])[CH3:3].[K+].C(O[C:10]([C:12]1[C:13]([CH:18]([F:20])[F:19])=[N:14][N:15]([CH3:17])[CH:16]=1)=[O:11])C.Cl[C:22]1[CH:27]=[CH:26][CH:25]=[CH:24][CH:23]=1, predict the reaction product. The product is: [CH:2]([CH:5]1[CH:23]2[C:22]3[C:27]([CH:26]1[CH2:25][CH2:24]2)=[CH:18][CH:13]=[CH:12][C:16]=3[NH:15][C:10]([C:12]1[C:13]([CH:18]([F:19])[F:20])=[N:14][N:15]([CH3:17])[CH:16]=1)=[O:11])([CH3:3])[CH3:1]. (6) Given the reactants [C:1]1([N:7]2[C:12](=[O:13])[C:11]3[S:14][CH:15]=[C:16]([C:17]4[CH:22]=[CH:21][CH:20]=[CH:19][CH:18]=4)[C:10]=3[N:9]=[CH:8]2)[CH:6]=[CH:5][CH:4]=[CH:3][CH:2]=1.N[C:24]1C(C2C=CC=CC=2)=CSC=1C(OC)=O.C(OCC)(OCC)OCC.C1(N)CCCCCC1, predict the reaction product. The product is: [CH:1]1([N:7]2[C:12](=[O:13])[C:11]3[S:14][CH:15]=[C:16]([C:17]4[CH:18]=[CH:19][CH:20]=[CH:21][CH:22]=4)[C:10]=3[N:9]=[CH:8]2)[CH2:6][CH2:5][CH2:4][CH2:3][CH2:2][CH2:24]1.